From a dataset of Reaction yield outcomes from USPTO patents with 853,638 reactions. Predict the reaction yield, written as a fraction of the theoretical maximum amount of product (1.0 means a 100% yield; for example, 0.34 means a 34% yield). (1) The reactants are [N+:1]([C:4]1[CH:9]=[CH:8][CH:7]=[CH:6][C:5]=1[S:10]([NH:13][CH2:14][C:15]#[CH:16])(=[O:12])=[O:11])([O-:3])=[O:2].C(=O)([O-])[O-].[Cs+].[Cs+].Br[CH2:24][CH2:25][Cl:26]. The catalyst is CC(C)=O. The product is [Cl:26][CH2:25][CH2:24][N:13]([CH2:14][C:15]#[CH:16])[S:10]([C:5]1[CH:6]=[CH:7][CH:8]=[CH:9][C:4]=1[N+:1]([O-:3])=[O:2])(=[O:12])=[O:11]. The yield is 0.960. (2) The reactants are [CH2:1]([O:8][C:9]1[CH:14]=[CH:13][CH:12]=[C:11]([CH3:15])[C:10]=1[N+:16]([O-:18])=[O:17])[C:2]1[CH:7]=[CH:6][CH:5]=[CH:4][CH:3]=1.[N:19](OCCCC)=[O:20].CC(C)([O-])C.[K+].C(O)(=O)CC(CC(O)=O)(C(O)=O)O. The catalyst is CN(C)C=O. The product is [CH2:1]([O:8][C:9]1[C:10]([N+:16]([O-:18])=[O:17])=[C:11]([CH:12]=[CH:13][CH:14]=1)[CH:15]=[N:19][OH:20])[C:2]1[CH:3]=[CH:4][CH:5]=[CH:6][CH:7]=1. The yield is 0.820. (3) The reactants are [NH2:1][C:2]1[C:9]([F:10])=[CH:8][C:5]([C:6]#[N:7])=[C:4]([C:11]2[C:12](=[O:24])[N:13]([CH2:22][CH3:23])[C:14]3[C:19]([CH:20]=2)=[CH:18][N:17]=[C:16](Cl)[CH:15]=3)[CH:3]=1.[CH3:25][NH2:26]. No catalyst specified. The product is [NH2:1][C:2]1[C:9]([F:10])=[CH:8][C:5]([C:6]#[N:7])=[C:4]([C:11]2[C:12](=[O:24])[N:13]([CH2:22][CH3:23])[C:14]3[C:19]([CH:20]=2)=[CH:18][N:17]=[C:16]([NH:26][CH3:25])[CH:15]=3)[CH:3]=1. The yield is 0.610. (4) The catalyst is C1C=CC(P(C2C=CC=CC=2)[C-]2C=CC=C2)=CC=1.C1C=CC(P(C2C=CC=CC=2)[C-]2C=CC=C2)=CC=1.Cl[Pd]Cl.[Fe+2].O. The yield is 0.870. The product is [C:29]([C:28]1[CH:31]=[C:24]([C:21]2[N:20]=[C:19]3[N:15]([CH2:14][C@@H:10]4[CH2:9][N:8]([C:5]5[N:4]=[CH:3][C:2]([C:53]6[CH2:58][CH2:57][N:56]([C:59]([O:61][C:62]([CH3:65])([CH3:64])[CH3:63])=[O:60])[CH2:55][CH:54]=6)=[CH:7][N:6]=5)[CH2:13][CH2:12][O:11]4)[N:16]=[N:17][C:18]3=[N:23][CH:22]=2)[CH:25]=[CH:26][C:27]=1[F:32])#[N:30]. The reactants are Br[C:2]1[CH:3]=[N:4][C:5]([N:8]2[CH2:13][CH2:12][O:11][C@H:10]([CH2:14][N:15]3[C:19]4=[N:20][C:21]([C:24]5[CH:25]=[CH:26][C:27]([F:32])=[C:28]([CH:31]=5)[C:29]#[N:30])=[CH:22][N:23]=[C:18]4[N:17]=[N:16]3)[CH2:9]2)=[N:6][CH:7]=1.C(=O)([O-])[O-].[K+].[K+].O1CCOCC1.CC1(C)C(C)(C)OB([C:53]2[CH2:58][CH2:57][N:56]([C:59]([O:61][C:62]([CH3:65])([CH3:64])[CH3:63])=[O:60])[CH2:55][CH:54]=2)O1.